Dataset: Full USPTO retrosynthesis dataset with 1.9M reactions from patents (1976-2016). Task: Predict the reactants needed to synthesize the given product. (1) The reactants are: [I:1][C:2]1[CH:10]=[CH:9][CH:8]=[CH:7][C:3]=1[C:4](O)=[O:5].C(Cl)(=O)C([Cl:14])=O. Given the product [I:1][C:2]1[CH:10]=[CH:9][CH:8]=[CH:7][C:3]=1[C:4]([Cl:14])=[O:5], predict the reactants needed to synthesize it. (2) Given the product [F:42][C:38]1[C:37]([C:2]2[N:3]=[C:4]([N:20]3[CH2:25][CH2:24][O:23][CH2:22][CH2:21]3)[C:5]3[N:11]=[C:10]([CH2:12][N:13]([CH3:19])[CH2:14][C:15]([CH3:18])([OH:17])[CH3:16])[CH:9]=[CH:8][C:6]=3[N:7]=2)=[C:36]2[C:41](=[CH:40][CH:39]=1)[NH:33][CH:34]=[CH:35]2, predict the reactants needed to synthesize it. The reactants are: Cl[C:2]1[N:3]=[C:4]([N:20]2[CH2:25][CH2:24][O:23][CH2:22][CH2:21]2)[C:5]2[N:11]=[C:10]([CH2:12][N:13]([CH3:19])[CH2:14][C:15]([CH3:18])([OH:17])[CH3:16])[CH:9]=[CH:8][C:6]=2[N:7]=1.[Si]([N:33]1[C:41]2[C:36](=[C:37](B3OC(C)(C)C(C)(C)O3)[C:38]([F:42])=[CH:39][CH:40]=2)[CH:35]=[CH:34]1)(C(C)(C)C)(C)C. (3) Given the product [CH2:1]([O:3][C:4](=[O:36])[C:5]1[CH:10]=[CH:9][C:8]([N:11]2[CH:15]=[C:14]([C:16]3[CH:21]=[CH:20][CH:19]=[CH:18][C:17]=3[OH:22])[C:13]([C:30]#[N:31])=[CH:12]2)=[CH:7][C:6]=1[O:32][CH2:33][O:34][CH3:35])[CH3:2], predict the reactants needed to synthesize it. The reactants are: [CH2:1]([O:3][C:4](=[O:36])[C:5]1[CH:10]=[CH:9][C:8]([N:11]2[CH:15]=[C:14]([C:16]3[CH:21]=[CH:20][CH:19]=[CH:18][C:17]=3[O:22]CC3C=CC=CC=3)[C:13]([C:30]#[N:31])=[CH:12]2)=[CH:7][C:6]=1[O:32][CH2:33][O:34][CH3:35])[CH3:2].C(OCC)(=O)C. (4) Given the product [CH3:22][C:23]([OH:24])([CH3:25])[CH2:1][C:2]1[CH:11]=[CH:10][C:9]2[C:4](=[CH:5][CH:6]=[CH:7][CH:8]=2)[CH:3]=1, predict the reactants needed to synthesize it. The reactants are: [CH3:1][C:2]1[CH:11]=[CH:10][C:9]2[C:4](=[CH:5][CH:6]=[CH:7][CH:8]=2)[CH:3]=1.C([Li])CCC.O1CCCC1.[CH3:22][C:23]([CH3:25])=[O:24].[Cl-].[NH4+]. (5) Given the product [F:42][C:34]([F:41])([C:35]1[CH:40]=[CH:39][CH:38]=[CH:37][CH:36]=1)[CH2:33][CH2:32][O:31][C:28]1[CH:27]=[CH:26][C:25]([CH2:24][CH2:23][NH:22][CH2:21][C@@H:20]([C:12]2[CH:11]=[CH:10][C:9]([OH:8])=[C:18]3[C:13]=2[CH:14]=[CH:15][C:16](=[O:19])[NH:17]3)[OH:43])=[CH:30][CH:29]=1, predict the reactants needed to synthesize it. The reactants are: C([O:8][C:9]1[CH:10]=[CH:11][C:12]([C@@H:20]([OH:43])[CH2:21][NH:22][CH2:23][CH2:24][C:25]2[CH:30]=[CH:29][C:28]([O:31][CH2:32][CH2:33][C:34]([F:42])([F:41])[C:35]3[CH:40]=[CH:39][CH:38]=[CH:37][CH:36]=3)=[CH:27][CH:26]=2)=[C:13]2[C:18]=1[NH:17][C:16](=[O:19])[CH:15]=[CH:14]2)C1C=CC=CC=1. (6) Given the product [C:1]([C:3]1[C:4]([NH:19][C:20]2[CH:21]=[C:22]3[C:26](=[CH:27][CH:28]=2)[NH:25][CH:24]=[CH:23]3)=[C:5]2[CH:11]=[C:10]([CH2:12][CH2:13][C:14]([O:16][CH2:17][CH3:18])=[O:15])[S:9][C:6]2=[N:7][CH:8]=1)#[N:2], predict the reactants needed to synthesize it. The reactants are: [C:1]([C:3]1[C:4]([NH:19][C:20]2[CH:21]=[C:22]3[C:26](=[CH:27][CH:28]=2)[NH:25][CH:24]=[CH:23]3)=[C:5]2[CH:11]=[C:10](/[CH:12]=[CH:13]/[C:14]([O:16][CH2:17][CH3:18])=[O:15])[S:9][C:6]2=[N:7][CH:8]=1)#[N:2].[H][H].